This data is from Cav3 T-type calcium channel HTS with 100,875 compounds. The task is: Binary Classification. Given a drug SMILES string, predict its activity (active/inactive) in a high-throughput screening assay against a specified biological target. (1) The compound is Clc1c(ncc(c1)C(F)(F)F)Cc1sc(S(=O)(=O)N\N=C\c2ccc(Cl)cc2)cc1. The result is 1 (active). (2) The drug is N(C1CCCCC1)CCc1[nH]c2c(n1)cccc2. The result is 0 (inactive). (3) The molecule is O=C1N(C(=O)C2C1C1CC2C=C1)CCNC(=O)Nc1ncccc1. The result is 0 (inactive).